The task is: Binary Classification. Given a drug SMILES string, predict its activity (active/inactive) in a high-throughput screening assay against a specified biological target.. This data is from M1 muscarinic receptor agonist screen with 61,833 compounds. (1) The result is 0 (inactive). The compound is s1c(N\C=C2\C(OC3(OC2=O)CCCCC3)=O)ncc1. (2) The drug is S(CCC(=O)NCC1OCCC1)c1nc(cc(n1)C(F)(F)F)c1occc1. The result is 0 (inactive). (3) The compound is O=C(C(n1c(=O)[nH]c(=O)cc1)NC(=O)c1ccccc1)c1ccccc1. The result is 0 (inactive). (4) The drug is Clc1sc(C(=O)NC=2SCCN2)cc1. The result is 0 (inactive). (5) The drug is S(=O)(=O)(N1CCC(CC1)C(=O)Nc1ccc(C(C)C)cc1)C. The result is 0 (inactive). (6) The molecule is S(=O)(=O)(N1CC(CCC1)C(=O)Nc1cccnc1)c1c(onc1C)C. The result is 0 (inactive). (7) The drug is S(=O)(=O)(Nc1cc2nc(oc2cc1)c1ccccc1)c1ccccc1. The result is 0 (inactive). (8) The compound is s1c(nnc1NC(=O)COC)CCOCC. The result is 0 (inactive). (9) The drug is s1\c([nH]c(c1)C)=C(/N=O)C#N. The result is 0 (inactive). (10) The result is 0 (inactive). The compound is Brc1ccc(OCC(O)CN2S(=O)(=O)c3c(C2=O)cccc3)cc1.